Task: Predict the product of the given reaction.. Dataset: Forward reaction prediction with 1.9M reactions from USPTO patents (1976-2016) (1) Given the reactants [NH2:1][C@:2]([CH3:14])([CH2:5][CH2:6][C:7]1[N:8]([CH2:12][CH3:13])[CH:9]=[CH:10][CH:11]=1)[CH2:3][OH:4].[C:15](OC(OC(C)(C)C)=O)(OC(C)(C)C)=[O:16].C(N(CC)CC)C.O, predict the reaction product. The product is: [CH3:14][C@@:2]1([CH2:5][CH2:6][C:7]2[N:8]([CH2:12][CH3:13])[CH:9]=[CH:10][CH:11]=2)[CH2:3][O:4][C:15](=[O:16])[NH:1]1. (2) Given the reactants [OH-].[Li+].[C:3]([C:5]1[CH:6]=[C:7]([C:11]([O:13]CC)=[O:12])[NH:8][C:9]=1[CH3:10])#[N:4], predict the reaction product. The product is: [C:3]([C:5]1[CH:6]=[C:7]([C:11]([OH:13])=[O:12])[NH:8][C:9]=1[CH3:10])#[N:4]. (3) Given the reactants Cl[C:2]1[C:11]2=[N:12][N:13](CC3C=CC(OC)=CC=3)[CH:14]=[C:10]2[C:9]2[CH:8]=[C:7]([O:24][CH3:25])[CH:6]=[CH:5][C:4]=2[N:3]=1.[NH2:26][C:27]1[CH:32]=[CH:31][C:30]([CH3:33])=[CH:29][CH:28]=1.Cl, predict the reaction product. The product is: [CH3:25][O:24][C:7]1[CH:6]=[CH:5][C:4]2[N:3]=[C:2]([NH:26][C:27]3[CH:32]=[CH:31][C:30]([CH3:33])=[CH:29][CH:28]=3)[C:11]3=[N:12][NH:13][CH:14]=[C:10]3[C:9]=2[CH:8]=1. (4) Given the reactants [F:1][C:2]1[CH:11]=[C:10]([F:12])[CH:9]=[C:8]2[C:3]=1[C:4](=[O:13])[CH2:5][CH2:6][O:7]2.[CH:14]1([Mg]Br)[CH2:16][CH2:15]1.O, predict the reaction product. The product is: [CH:14]1([C:4]2([OH:13])[C:3]3[C:8](=[CH:9][C:10]([F:12])=[CH:11][C:2]=3[F:1])[O:7][CH2:6][CH2:5]2)[CH2:16][CH2:15]1. (5) Given the reactants [CH3:1][O:2][C:3]1[CH:4]=[C:5](/[CH:15]=[CH:16]/[C:17]([O:19][CH2:20][CH3:21])=[O:18])[CH:6]=[CH:7][C:8]=1[C:9]1[CH:14]=[CH:13][CH:12]=[CH:11][N:10]=1.[I-].[NH2:23][N+:24]1[CH:29]=[CH:28][CH:27]=[CH:26][CH:25]=1, predict the reaction product. The product is: [CH3:1][O:2][C:3]1[CH:4]=[C:5]([C:15]2[C:16]([C:17]([O:19][CH2:20][CH3:21])=[O:18])=[C:25]3[CH:26]=[CH:27][CH:28]=[CH:29][N:24]3[N:23]=2)[CH:6]=[CH:7][C:8]=1[C:9]1[CH:14]=[CH:13][CH:12]=[CH:11][N:10]=1.